The task is: Predict the product of the given reaction.. This data is from Forward reaction prediction with 1.9M reactions from USPTO patents (1976-2016). (1) The product is: [C:1]([O:5][C:6]([N:8]1[CH2:9][CH2:10][N:11]([C:14]2[CH:19]=[CH:18][CH:17]=[C:16]([C:20]3[N:28]4[C:23]([C:24]([NH2:29])=[N:25][CH:26]=[N:27]4)=[C:22]([Br:35])[CH:21]=3)[CH:15]=2)[CH2:12][CH2:13]1)=[O:7])([CH3:4])([CH3:2])[CH3:3]. Given the reactants [C:1]([O:5][C:6]([N:8]1[CH2:13][CH2:12][N:11]([C:14]2[CH:19]=[CH:18][CH:17]=[C:16]([C:20]3[N:28]4[C:23]([C:24]([NH2:29])=[N:25][CH:26]=[N:27]4)=[CH:22][CH:21]=3)[CH:15]=2)[CH2:10][CH2:9]1)=[O:7])([CH3:4])([CH3:3])[CH3:2].C1COCC1.[Br:35]N1C(C)(C)C(=O)N(Br)C1=O.CCOC(C)=O, predict the reaction product. (2) Given the reactants [CH3:1][O:2][C:3]([C:5]1([NH:11][C:12]([O:14][C:15]([CH3:18])([CH3:17])[CH3:16])=[O:13])[CH2:10][CH2:9][NH:8][CH2:7][CH2:6]1)=[O:4].[C:19]1([CH3:29])[CH:24]=[CH:23][C:22]([S:25](Cl)(=[O:27])=[O:26])=[CH:21][CH:20]=1.CCN(CC)CC.C([O-])(O)=O.[Na+], predict the reaction product. The product is: [CH3:1][O:2][C:3]([C:5]1([NH:11][C:12]([O:14][C:15]([CH3:18])([CH3:17])[CH3:16])=[O:13])[CH2:10][CH2:9][N:8]([S:25]([C:22]2[CH:23]=[CH:24][C:19]([CH3:29])=[CH:20][CH:21]=2)(=[O:27])=[O:26])[CH2:7][CH2:6]1)=[O:4].